Task: Predict the product of the given reaction.. Dataset: Forward reaction prediction with 1.9M reactions from USPTO patents (1976-2016) Given the reactants [C:1]([C:4]1[CH:9]=[CH:8][C:7]([O:10][CH3:11])=[CH:6][C:5]=1[OH:12])(=O)[CH3:2].C(N(CC)CC)C.ClC(OCC)=O.[BH4-].[Na+].Cl, predict the reaction product. The product is: [CH2:1]([C:4]1[CH:9]=[CH:8][C:7]([O:10][CH3:11])=[CH:6][C:5]=1[OH:12])[CH3:2].